Predict the product of the given reaction. From a dataset of Forward reaction prediction with 1.9M reactions from USPTO patents (1976-2016). (1) Given the reactants [C:1]([O:4][C@H:5]1[C@@H:19]([O:20][C:21](=[O:23])[CH3:22])[C@H:18]([O:24][C:25](=[O:27])[CH3:26])[C@@H:17]([CH2:28][O:29][C:30](=[O:32])[CH3:31])[O:16][C@@H:6]1[O:7][C:8]1[CH:13]=[CH:12][C:11](I)=[CH:10][C:9]=1[Cl:15])(=[O:3])[CH3:2].CC1(C)C(C)(C)OB([C:41]2[CH:42]=[C:43]3[CH:49]=[CH:48][NH:47][C:44]3=[N:45][CH:46]=2)O1.[O-]P([O-])([O-])=O.[K+].[K+].[K+], predict the reaction product. The product is: [C:1]([O:4][C@H:5]1[C@@H:19]([O:20][C:21](=[O:23])[CH3:22])[C@H:18]([O:24][C:25](=[O:27])[CH3:26])[C@@H:17]([CH2:28][O:29][C:30](=[O:32])[CH3:31])[O:16][C@@H:6]1[O:7][C:8]1[CH:13]=[CH:12][C:11]([C:41]2[CH:42]=[C:43]3[CH:49]=[CH:48][NH:47][C:44]3=[N:45][CH:46]=2)=[CH:10][C:9]=1[Cl:15])(=[O:3])[CH3:2]. (2) The product is: [OH:1][C:2]1[C:7]([N+:8]([O-:10])=[O:9])=[CH:6][C:5]([CH2:11][C:12]([O:14][CH3:21])=[O:13])=[CH:4][C:3]=1[I:15]. Given the reactants [OH:1][C:2]1[C:7]([N+:8]([O-:10])=[O:9])=[CH:6][C:5]([CH2:11][C:12]([OH:14])=[O:13])=[CH:4][C:3]=1[I:15].OS(O)(=O)=O.[CH2:21]1COCC1, predict the reaction product. (3) The product is: [CH:39]1([CH:32]([C:28]2[CH:27]=[C:26]([O:17][CH2:16][C:13]3[CH:14]=[N:15][C:10]([C:3]4[CH:4]=[C:5]([O:8][CH3:9])[CH:6]=[CH:7][C:2]=4[F:1])=[C:11]([O:18][CH:19]4[CH2:24][CH2:23][CH2:22][CH2:21][O:20]4)[CH:12]=3)[N:31]=[CH:30][N:29]=2)[CH2:33][C:34]([O:36][CH2:37][CH3:38])=[O:35])[CH2:41][CH2:40]1. Given the reactants [F:1][C:2]1[CH:7]=[CH:6][C:5]([O:8][CH3:9])=[CH:4][C:3]=1[C:10]1[N:15]=[CH:14][C:13]([CH2:16][OH:17])=[CH:12][C:11]=1[O:18][CH:19]1[CH2:24][CH2:23][CH2:22][CH2:21][O:20]1.Cl[C:26]1[N:31]=[CH:30][N:29]=[C:28]([CH:32]([CH:39]2[CH2:41][CH2:40]2)[CH2:33][C:34]([O:36][CH2:37][CH3:38])=[O:35])[CH:27]=1.[H-].[Na+].Cl, predict the reaction product. (4) Given the reactants [NH2:1][CH2:2][C:3]1[CH:10]=[CH:9][C:6]([CH2:7][OH:8])=[CH:5][CH:4]=1.[N:11]1[CH:16]=[CH:15][CH:14]=[CH:13][C:12]=1[C:17](O)=[O:18].ON1C2C=CC=CC=2N=N1.C(N(CC)C(C)C)(C)C.Cl.CN(C)CCCN=C=NCC, predict the reaction product. The product is: [OH:8][CH2:7][C:6]1[CH:9]=[CH:10][C:3]([CH2:2][NH:1][C:17]([C:12]2[CH:13]=[CH:14][CH:15]=[CH:16][N:11]=2)=[O:18])=[CH:4][CH:5]=1. (5) Given the reactants COC1OCC(C[O:10][C:11]2[CH:16]=[CH:15][N:14]=[C:13]([CH2:17][S:18]([C:20]3[NH:24][C:23]4[CH:25]=[CH:26][CH:27]=[CH:28][C:22]=4[N:21]=3)=[O:19])[C:12]=2[CH3:29])CO1.[Na:30].COC1OCC(COC2C=CN=C(CS(C3NC4C=CC=CC=4N=3)=O)C=2C)CO1.[CH3:60][C:61]1([CH2:69][CH2:70]O)[O:68][CH2:67][C:64]2([CH2:66][CH2:65]2)[CH2:63][O:62]1, predict the reaction product. The product is: [Na:30].[CH3:29][C:12]1[C:13]([CH2:17][S:18]([C:20]2[NH:24][C:23]3[CH:25]=[CH:26][CH:27]=[CH:28][C:22]=3[N:21]=2)=[O:19])=[N:14][CH:15]=[CH:16][C:11]=1[O:10][CH2:70][CH2:69][C:61]1([CH3:60])[O:62][CH2:63][C:64]2([CH2:66][CH2:65]2)[CH2:67][O:68]1.